Dataset: Catalyst prediction with 721,799 reactions and 888 catalyst types from USPTO. Task: Predict which catalyst facilitates the given reaction. (1) Reactant: Cl.[CH3:2][O:3][C:4](=[O:10])[C@H:5]([C@@H:7]([CH3:9])[OH:8])[NH2:6].[CH3:11][C:12]([CH3:17])([CH3:16])[C:13](Cl)=[O:14].CCOC(C)=O.O. Product: [CH3:2][O:3][C:4](=[O:10])[CH:5]([NH:6][C:13](=[O:14])[C:12]([CH3:17])([CH3:16])[CH3:11])[CH:7]([OH:8])[CH3:9]. The catalyst class is: 1. (2) Reactant: [Cl:1][C:2]1[CH:7]=[CH:6][C:5]([C:8]2([C:11](O)=[O:12])[CH2:10][CH2:9]2)=[CH:4][CH:3]=1.Cl.CNOC.F[P-](F)(F)(F)(F)F.N1(O[P+](N2CCCC2)(N2CCCC2)N2CCCC2)C2C=CC=CC=2N=N1.C(N(CC)CC)C. Product: [Cl:1][C:2]1[CH:3]=[CH:4][C:5]([C:8]2([CH:11]=[O:12])[CH2:9][CH2:10]2)=[CH:6][CH:7]=1. The catalyst class is: 4. (3) Product: [F:8][C:4]1[CH:5]=[CH:6][CH:7]=[C:2]([F:1])[C:3]=1[NH:9][C:10](=[O:29])[NH:11][C:12]1[CH:17]=[CH:16][C:15]([C:18]2[CH:22]=[C:21]([C:23]([OH:25])=[O:24])[O:20][N:19]=2)=[CH:14][C:13]=1[CH3:28]. The catalyst class is: 20. Reactant: [F:1][C:2]1[CH:7]=[CH:6][CH:5]=[C:4]([F:8])[C:3]=1[NH:9][C:10](=[O:29])[NH:11][C:12]1[CH:17]=[CH:16][C:15]([C:18]2[CH:22]=[C:21]([C:23]([O:25]CC)=[O:24])[O:20][N:19]=2)=[CH:14][C:13]=1[CH3:28].[OH-].[Na+].Cl. (4) Reactant: [O:1]1[CH2:7][CH2:6][CH2:5][N:4]([CH2:8][CH2:9][N:10]2[C:14]3=[N:15][CH:16]=[N:17][C:18]([NH2:19])=[C:13]3[CH:12]=[N:11]2)[CH2:3][CH2:2]1.[CH2:20]([N:23]=[C:24]=[O:25])[CH2:21][CH3:22]. Product: [O:1]1[CH2:7][CH2:6][CH2:5][N:4]([CH2:8][CH2:9][N:10]2[C:14]3=[N:15][CH:16]=[N:17][C:18]([NH:19][C:24]([NH:23][CH2:20][CH2:21][CH3:22])=[O:25])=[C:13]3[CH:12]=[N:11]2)[CH2:3][CH2:2]1. The catalyst class is: 11. (5) Reactant: [CH:1]1[C:6]2[C:7]3[CH:8]=[CH:9][CH:10]=[CH:11][C:12]=3[CH2:13][N:14]3[C:15](=[O:22])[C:16]4[C:21]([C:4]([C:5]=23)=[CH:3][CH:2]=1)=[CH:20][CH:19]=[CH:18][CH:17]=4.[Mn]([O-])(=O)(=O)=[O:24].[K+]. Product: [CH:1]1[C:6]2[C:7]3[CH:8]=[CH:9][CH:10]=[CH:11][C:12]=3[C:13](=[O:24])[N:14]3[C:15](=[O:22])[C:16]4[C:21]([C:4]([C:5]=23)=[CH:3][CH:2]=1)=[CH:20][CH:19]=[CH:18][CH:17]=4. The catalyst class is: 21.